Task: Predict which catalyst facilitates the given reaction.. Dataset: Catalyst prediction with 721,799 reactions and 888 catalyst types from USPTO Reactant: [CH2:1]([O:3][C@H:4]1[CH2:9][CH2:8][C@H:7]([N:10]2[CH2:15][CH2:14][CH:13]([NH:16][C:17]3[C:18]([NH2:24])=[CH:19][CH:20]=[C:21]([F:23])[CH:22]=3)[CH2:12][CH2:11]2)[CH2:6][CH2:5]1)[CH3:2].C(N(C(C)C)CC)(C)C.[Cl:34][C:35](Cl)([O:37]C(=O)OC(Cl)(Cl)Cl)Cl. Product: [ClH:34].[CH2:1]([O:3][C@H:4]1[CH2:9][CH2:8][C@H:7]([N:10]2[CH2:15][CH2:14][CH:13]([N:16]3[C:17]4[CH:22]=[C:21]([F:23])[CH:20]=[CH:19][C:18]=4[NH:24][C:35]3=[O:37])[CH2:12][CH2:11]2)[CH2:6][CH2:5]1)[CH3:2]. The catalyst class is: 4.